This data is from Forward reaction prediction with 1.9M reactions from USPTO patents (1976-2016). The task is: Predict the product of the given reaction. (1) Given the reactants Br[C:2]1[CH:3]=[CH:4][C:5]([F:21])=[C:6]([C@:8]2([CH2:19][F:20])[CH2:13][C@@H:12]([C:14]([F:17])([F:16])[F:15])[O:11][C:10]([NH2:18])=[N:9]2)[CH:7]=1.C(N(CC)CC)C.[CH2:29]([Si:31]([CH2:36][CH3:37])([CH2:34][CH3:35])[C:32]#[CH:33])[CH3:30], predict the reaction product. The product is: [F:21][C:5]1[CH:4]=[CH:3][C:2]([C:30]#[C:29][Si:31]([CH2:36][CH3:37])([CH2:34][CH3:35])[CH2:32][CH3:33])=[CH:7][C:6]=1[C@:8]1([CH2:19][F:20])[CH2:13][C@@H:12]([C:14]([F:17])([F:16])[F:15])[O:11][C:10]([NH2:18])=[N:9]1. (2) The product is: [CH:1]1([N:2]2[C:6]3[CH:7]=[CH:8][CH:9]=[CH:10][C:5]=3[N:4]=[C:3]2[CH2:11][O:12][C:13]2[CH:14]=[CH:15][C:16]([C:19]3[C:23]([C:24]4[CH:25]=[CH:26][N:27]=[CH:28][CH:29]=4)=[CH:22][N:21]([CH3:30])[N:20]=3)=[CH:17][CH:18]=2)[CH2:32][CH2:31]1. Given the reactants [CH3:1][N:2]1[C:6]2[CH:7]=[CH:8][CH:9]=[CH:10][C:5]=2[N:4]=[C:3]1[CH2:11][O:12][C:13]1[CH:18]=[CH:17][C:16]([C:19]2[C:23]([C:24]3[CH:29]=[CH:28][N:27]=[CH:26][CH:25]=3)=[CH:22][N:21]([CH3:30])[N:20]=2)=[CH:15][CH:14]=1.[CH:31]1(N2C3C=CC=CC=3N=C2CO)C[CH2:32]1, predict the reaction product. (3) Given the reactants [C:1]([N:8]1[CH2:13][CH2:12][CH:11]([OH:14])[CH2:10][CH2:9]1)([O:3][C:4]([CH3:7])([CH3:6])[CH3:5])=[O:2].[H-].[Na+].Cl[C:18]1[CH:25]=[CH:24][C:21]([C:22]#[N:23])=[CH:20][CH:19]=1.CC(O)=O, predict the reaction product. The product is: [C:4]([O:3][C:1]([N:8]1[CH2:13][CH2:12][CH:11]([O:14][C:18]2[CH:25]=[CH:24][C:21]([C:22]#[N:23])=[CH:20][CH:19]=2)[CH2:10][CH2:9]1)=[O:2])([CH3:7])([CH3:6])[CH3:5]. (4) Given the reactants C(OC1C(OC)=CC(Cl)=CC=1CC(O)CO)C1C=CC=CC=1.C1(C)C=CC(S(Cl)(=O)=O)=CC=1.CC1C=CC(S(OCC2OC3C4CCCC=4C(C)=CC=3C2)(=O)=O)=CC=1.[CH3:59][C:60]1[CH:65]=[CH:64][C:63]([S:66]([O:69][CH2:70][CH:71]([OH:90])[CH2:72][C:73]2[CH:78]=[C:77]([Cl:79])[CH:76]=[C:75]([O:80][CH3:81])[C:74]=2[O:82]CC2C=CC=CC=2)(=[O:68])=[O:67])=[CH:62][CH:61]=1.S(C1C=CC(C)=CC=1)([O-])(=O)=O.Cl.[Si](OCC(O)CC1C=CC2CCCC=2C=1O)(C(C)(C)C)(C)C, predict the reaction product. The product is: [CH3:59][C:60]1[CH:61]=[CH:62][C:63]([S:66]([O:69][CH2:70][CH:71]([OH:90])[CH2:72][C:73]2[CH:78]=[C:77]([Cl:79])[CH:76]=[C:75]([O:80][CH3:81])[C:74]=2[OH:82])(=[O:68])=[O:67])=[CH:64][CH:65]=1. (5) Given the reactants [Cl:1][C:2]1[CH:10]=[C:9]([CH:11]=[O:12])[C:8]2[C:4](=[CH:5][N:6]([CH2:13][O:14][CH2:15][CH2:16][Si:17]([CH3:20])([CH3:19])[CH3:18])[N:7]=2)[CH:3]=1.[BH4-].[Na+], predict the reaction product. The product is: [Cl:1][C:2]1[CH:10]=[C:9]([CH2:11][OH:12])[C:8]2[C:4](=[CH:5][N:6]([CH2:13][O:14][CH2:15][CH2:16][Si:17]([CH3:20])([CH3:19])[CH3:18])[N:7]=2)[CH:3]=1. (6) The product is: [CH3:28][C:3]1([CH3:29])[CH:2]([C:30]2[CH:31]=[CH:32][C:33]([C:36]3[CH:37]=[CH:38][CH:39]=[CH:40][CH:41]=3)=[CH:34][CH:35]=2)[C:6]2[C:7]([CH3:27])=[C:8]([N:13]3[CH2:14][CH2:15][N:16]([C:19]4[CH:20]=[CH:21][C:22]([O:25][CH3:26])=[CH:23][CH:24]=4)[CH2:17][CH2:18]3)[C:9]([CH3:12])=[C:10]([CH3:11])[C:5]=2[O:4]1. Given the reactants O[C:2]1([C:30]2[CH:35]=[CH:34][C:33]([C:36]3[CH:41]=[CH:40][CH:39]=[CH:38][CH:37]=3)=[CH:32][CH:31]=2)[C:6]2[C:7]([CH3:27])=[C:8]([N:13]3[CH2:18][CH2:17][N:16]([C:19]4[CH:24]=[CH:23][C:22]([O:25][CH3:26])=[CH:21][CH:20]=4)[CH2:15][CH2:14]3)[C:9]([CH3:12])=[C:10]([CH3:11])[C:5]=2[O:4][C:3]1([CH3:29])[CH3:28], predict the reaction product. (7) Given the reactants Cl.[N+:2]([C:5]1[N:6]([CH2:10][CH2:11][NH2:12])[CH:7]=[CH:8][N:9]=1)([O-:4])=[O:3].O=[C:14]1[CH:22]([I:23])[CH2:21][C:20](=O)[CH2:19][C:15]1(N1C=CC=C1)[C:16]([O-])=[O:17], predict the reaction product. The product is: [N+:2]([C:5]1[N:6]([CH2:10][CH2:11][NH:12][C:16](=[O:17])[C:15]2[CH:19]=[CH:20][CH:21]=[C:22]([I:23])[CH:14]=2)[CH:7]=[CH:8][N:9]=1)([O-:4])=[O:3]. (8) Given the reactants C[O:2][C:3](=[O:34])[C:4]1[C:9]([OH:10])=[CH:8][CH:7]=[C:6]([N:11]2[C:15]([CH3:16])=[CH:14][CH:13]=[C:12]2[C:17]2[CH:22]=[C:21]([Br:23])[CH:20]=[CH:19][C:18]=2[O:24][CH2:25][C:26]2[CH:31]=[CH:30][C:29]([F:32])=[CH:28][C:27]=2[F:33])[CH:5]=1.[OH-].[Na+], predict the reaction product. The product is: [Br:23][C:21]1[CH:20]=[CH:19][C:18]([O:24][CH2:25][C:26]2[CH:31]=[CH:30][C:29]([F:32])=[CH:28][C:27]=2[F:33])=[C:17]([C:12]2[N:11]([C:6]3[CH:5]=[C:4]([C:9]([OH:10])=[CH:8][CH:7]=3)[C:3]([OH:34])=[O:2])[C:15]([CH3:16])=[CH:14][CH:13]=2)[CH:22]=1.